This data is from Full USPTO retrosynthesis dataset with 1.9M reactions from patents (1976-2016). The task is: Predict the reactants needed to synthesize the given product. (1) Given the product [CH2:1]([O:3][C:4]([CH:5]1[CH2:6][C:7](=[O:8])[NH:9][C:10]2[CH:19]=[CH:18][C:17]([I:20])=[CH:16][C:11]=2[C:12]1=[O:14])=[O:21])[CH3:2], predict the reactants needed to synthesize it. The reactants are: [CH2:1]([O:3][C:4](=[O:21])[CH2:5][CH2:6][C:7]([NH:9][C:10]1[CH:19]=[CH:18][C:17]([I:20])=[CH:16][C:11]=1[C:12]([O:14]C)=O)=[O:8])[CH3:2].CC([O-])(C)C.[K+].O.Cl. (2) Given the product [C:14]([O:17][CH2:1][C:2]1[CH:7]=[C:6]([O:8][CH3:9])[CH:5]=[CH:4][N:3]=1)(=[O:16])[CH3:15], predict the reactants needed to synthesize it. The reactants are: [CH3:1][C:2]1[CH:7]=[C:6]([O:8][CH3:9])[CH:5]=[CH:4][N+:3]=1[O-].C(O)C.[C:14]([O:17]C(=O)C)(=[O:16])[CH3:15]. (3) Given the product [NH2:16][C:15]1[CH:17]=[C:18]([N+:21]([O-:23])=[O:22])[CH:19]=[CH:20][C:14]=1[CH:9]([C:7]#[N:8])[C:10]([NH2:12])=[O:11], predict the reactants needed to synthesize it. The reactants are: CC(C)([O-])C.[K+].[C:7]([CH2:9][C:10]([NH2:12])=[O:11])#[N:8].F[C:14]1[CH:20]=[CH:19][C:18]([N+:21]([O-:23])=[O:22])=[CH:17][C:15]=1[NH2:16].[Cl-].[NH4+]. (4) Given the product [C:32]1([C:29]2[O:28][C:27]([C:25]([N:23]3[CH2:24][CH:21]([O:1][C:2]4[CH:9]=[CH:8][C:5]([CH:6]=[O:7])=[CH:4][CH:3]=4)[CH2:22]3)=[O:26])=[N:31][N:30]=2)[CH:33]=[CH:34][CH:35]=[CH:36][CH:37]=1, predict the reactants needed to synthesize it. The reactants are: [OH:1][C:2]1[CH:9]=[CH:8][C:5]([CH:6]=[O:7])=[CH:4][CH:3]=1.C(=O)([O-])[O-].[Cs+].[Cs+].CS(O[CH:21]1[CH2:24][N:23]([C:25]([C:27]2[O:28][C:29]([C:32]3[CH:37]=[CH:36][CH:35]=[CH:34][CH:33]=3)=[N:30][N:31]=2)=[O:26])[CH2:22]1)(=O)=O. (5) Given the product [CH3:1][O:2][C:3](=[O:22])[C:4]1[CH:13]=[CH:12][C:11]([O:14][C:15]2[CH:20]=[CH:19][CH:18]=[CH:17][C:16]=2[NH:21][C:29](=[O:30])[C:28]2[CH:32]=[CH:33][CH:34]=[C:26]([N+:23]([O-:25])=[O:24])[CH:27]=2)=[C:6]([C:7]([O:9][CH3:10])=[O:8])[CH:5]=1, predict the reactants needed to synthesize it. The reactants are: [CH3:1][O:2][C:3](=[O:22])[C:4]1[CH:13]=[CH:12][C:11]([O:14][C:15]2[CH:20]=[CH:19][CH:18]=[CH:17][C:16]=2[NH2:21])=[C:6]([C:7]([O:9][CH3:10])=[O:8])[CH:5]=1.[N+:23]([C:26]1[CH:27]=[C:28]([CH:32]=[CH:33][CH:34]=1)[C:29](Cl)=[O:30])([O-:25])=[O:24]. (6) Given the product [ClH:29].[F:28][C:2]([F:1])([C:21]1[CH:26]=[CH:25][C:24]([CH3:27])=[CH:23][N:22]=1)[CH2:3][N:4]1[CH2:9][CH2:8][CH:7]([N:10]([CH3:20])[C:11]2[C:12]3[CH:19]=[CH:18][NH:17][C:13]=3[N:14]=[CH:15][N:16]=2)[CH2:6][CH2:5]1, predict the reactants needed to synthesize it. The reactants are: [F:1][C:2]([F:28])([C:21]1[CH:26]=[CH:25][C:24]([CH3:27])=[CH:23][N:22]=1)[CH2:3][N:4]1[CH2:9][CH2:8][CH:7]([N:10]([CH3:20])[C:11]2[C:12]3[CH:19]=[CH:18][NH:17][C:13]=3[N:14]=[CH:15][N:16]=2)[CH2:6][CH2:5]1.[ClH:29]. (7) Given the product [CH3:47][O:48][C:23]1[CH:24]=[CH:16][C:17]([C:18]([NH:19][C:15]2[C:30]([NH:59][CH2:13][CH:10]3[CH2:9][CH2:8][N:7]([C:4]4[CH:3]=[CH:2][N:1]=[CH:6][CH:5]=4)[CH2:12][CH2:11]3)=[CH:29][CH:28]=[CH:27][CH:26]=2)=[O:20])=[CH:21][CH:22]=1, predict the reactants needed to synthesize it. The reactants are: [N:1]1[CH:6]=[CH:5][C:4]([N:7]2[CH2:12][CH2:11][CH:10]([CH2:13]O)[CH2:9][CH2:8]2)=[CH:3][CH:2]=1.[C:15]1(=O)[NH:19][C:18](=[O:20])[C:17]2=[CH:21][CH:22]=[CH:23][CH:24]=[C:16]12.[C:26]1(P([C:28]2[CH:29]=[CH:30]C=[CH:26][CH:27]=2)[C:28]2[CH:29]=[CH:30]C=[CH:26][CH:27]=2)C=[CH:30][CH:29]=[CH:28][CH:27]=1.N(C(OCC)=O)=N[C:47](OCC)=[O:48].Cl.O.[NH2:59]N. (8) Given the product [N+:1]([C:4]1[CH:5]=[CH:6][C:7]([C:10]2[N:11]=[CH:12][N:13]([CH2:17][CH2:16][CH:15]=[O:18])[CH:14]=2)=[CH:8][CH:9]=1)([O-:3])=[O:2], predict the reactants needed to synthesize it. The reactants are: [N+:1]([C:4]1[CH:9]=[CH:8][C:7]([C:10]2[N:11]=[CH:12][NH:13][CH:14]=2)=[CH:6][CH:5]=1)([O-:3])=[O:2].[CH:15](=[O:18])[CH:16]=[CH2:17]. (9) Given the product [CH3:11][O:10][C:9]1[CH:8]=[CH:7][C:4]([CH:5]=[O:6])=[CH:3][C:2]=1[O:1][CH2:16][CH2:15][CH2:14][O:13][CH3:12], predict the reactants needed to synthesize it. The reactants are: [OH:1][C:2]1[CH:3]=[C:4]([CH:7]=[CH:8][C:9]=1[O:10][CH3:11])[CH:5]=[O:6].[CH3:12][O:13][CH2:14][CH2:15][CH2:16]Br.C(=O)([O-])[O-].[K+].[K+].O.